Dataset: Forward reaction prediction with 1.9M reactions from USPTO patents (1976-2016). Task: Predict the product of the given reaction. (1) Given the reactants [N+:1]([O-:4])(O)=[O:2].[CH3:5][O:6][C:7]([C:9]1[N:10]([CH3:20])[C:11]2[C:16]([CH:17]=1)=[CH:15][C:14]([O:18][CH3:19])=[CH:13][CH:12]=2)=[O:8], predict the reaction product. The product is: [CH3:5][O:6][C:7]([C:9]1[N:10]([CH3:20])[C:11]2[C:16]([CH:17]=1)=[C:15]([N+:1]([O-:4])=[O:2])[C:14]([O:18][CH3:19])=[CH:13][CH:12]=2)=[O:8]. (2) Given the reactants Br[C:2]1[C:3](=[O:14])[O:4][C:5]2[C:10]([C:11]=1[CH3:12])=[CH:9][CH:8]=[C:7]([OH:13])[CH:6]=2.[O:15]1[CH2:20][CH2:19][N:18]([CH2:21][CH2:22][NH:23][C:24]([C:26]2[CH:31]=[CH:30][C:29](B(O)O)=[CH:28][CH:27]=2)=[O:25])[CH2:17][CH2:16]1, predict the reaction product. The product is: [OH:13][C:7]1[CH:6]=[C:5]2[C:10]([C:11]([CH3:12])=[C:2]([C:29]3[CH:30]=[CH:31][C:26]([C:24]([NH:23][CH2:22][CH2:21][N:18]4[CH2:19][CH2:20][O:15][CH2:16][CH2:17]4)=[O:25])=[CH:27][CH:28]=3)[C:3](=[O:14])[O:4]2)=[CH:9][CH:8]=1. (3) Given the reactants [CH3:1][O:2][C:3]([C:5]1[C:10]([C:11]([OH:13])=O)=[CH:9][CH:8]=[CH:7][N:6]=1)=[O:4].S(Cl)([Cl:16])=O, predict the reaction product. The product is: [CH3:1][O:2][C:3]([C:5]1[C:10]([C:11]([Cl:16])=[O:13])=[CH:9][CH:8]=[CH:7][N:6]=1)=[O:4]. (4) Given the reactants C[Si](C)(C)[N-][Si](C)(C)C.[Li+].O1CCCC1.[F:16][C:17]1[C:22]([C:23]([F:26])([F:25])[F:24])=[CH:21][C:20]([OH:27])=[C:19]([C:28]2[CH:33]=[CH:32][N:31]=[N:30][CH:29]=2)[CH:18]=1.[C:34]([O:38][C:39](=[O:58])[N:40]([S:46]([C:49]1[CH:54]=[C:53]([Cl:55])[C:52](F)=[CH:51][C:50]=1[F:57])(=[O:48])=[O:47])[C:41]1[N:42]=[CH:43][S:44][CH:45]=1)([CH3:37])([CH3:36])[CH3:35].[Cl-].[NH4+], predict the reaction product. The product is: [Cl:55][C:53]1[C:52]([O:27][C:20]2[CH:21]=[C:22]([C:23]([F:25])([F:26])[F:24])[C:17]([F:16])=[CH:18][C:19]=2[C:28]2[CH:33]=[CH:32][N:31]=[N:30][CH:29]=2)=[CH:51][C:50]([F:57])=[C:49]([S:46]([N:40]([C:41]2[N:42]=[CH:43][S:44][CH:45]=2)[C:39](=[O:58])[O:38][C:34]([CH3:37])([CH3:36])[CH3:35])(=[O:48])=[O:47])[CH:54]=1. (5) The product is: [NH:27]1[C:35]2=[N:34][CH:33]=[CH:32][CH:31]=[C:30]2[C:29]([CH:36]=[C:18]2[O:17][C:16]([NH:15][C:12]3[CH:13]=[CH:14][C:9]([NH:8][C:6]([O:5][C:1]([CH3:4])([CH3:3])[CH3:2])=[O:7])=[CH:10][CH:11]=3)=[C:20]([C:21]([O:23][CH2:24][CH3:25])=[O:22])[C:19]2=[O:26])=[CH:28]1. Given the reactants [C:1]([O:5][C:6]([NH:8][C:9]1[CH:14]=[CH:13][C:12]([NH:15][C:16]2[O:17][CH2:18][C:19](=[O:26])[C:20]=2[C:21]([O:23][CH2:24][CH3:25])=[O:22])=[CH:11][CH:10]=1)=[O:7])([CH3:4])([CH3:3])[CH3:2].[NH:27]1[C:35]2[C:30](=[CH:31][CH:32]=[CH:33][N:34]=2)[C:29]([CH:36]=O)=[CH:28]1.N1CCCCC1, predict the reaction product. (6) Given the reactants [S:1]1[C:5]2[CH:6]=[C:7]([CH2:10][CH2:11][O:12][CH2:13][CH2:14][CH2:15][N:16]3[CH2:19][CH:18]([OH:20])[CH2:17]3)[CH:8]=[CH:9][C:4]=2[CH:3]=[CH:2]1.C(OCC)(=O)C.[ClH:27], predict the reaction product. The product is: [ClH:27].[S:1]1[C:5]2[CH:6]=[C:7]([CH2:10][CH2:11][O:12][CH2:13][CH2:14][CH2:15][N:16]3[CH2:17][CH:18]([OH:20])[CH2:19]3)[CH:8]=[CH:9][C:4]=2[CH:3]=[CH:2]1.